Task: Regression. Given a peptide amino acid sequence and an MHC pseudo amino acid sequence, predict their binding affinity value. This is MHC class II binding data.. Dataset: Peptide-MHC class II binding affinity with 134,281 pairs from IEDB (1) The peptide sequence is GMTGCGNTPIFKSGR. The MHC is DRB1_0901 with pseudo-sequence DRB1_0901. The binding affinity (normalized) is 0.261. (2) The peptide sequence is PANDKFTVFEAAFNN. The MHC is HLA-DPA10201-DPB10101 with pseudo-sequence HLA-DPA10201-DPB10101. The binding affinity (normalized) is 0.451.